This data is from Forward reaction prediction with 1.9M reactions from USPTO patents (1976-2016). The task is: Predict the product of the given reaction. (1) The product is: [CH3:23][O:22][C:20](=[O:21])[NH:9][CH2:8][CH2:7][C:6]1[CH:10]=[CH:11][C:3]([O:2][CH3:1])=[CH:4][CH:5]=1. Given the reactants [CH3:1][O:2][C:3]1[CH:11]=[CH:10][C:6]([CH2:7][CH2:8][NH2:9])=[CH:5][CH:4]=1.CCN(CC)CC.Cl[C:20]([O:22][CH3:23])=[O:21].O, predict the reaction product. (2) Given the reactants [Cl:1][C:2]1[CH:3]=[CH:4][C:5]([O:34][CH:35]([F:37])[F:36])=[C:6]([C:8]2[C:12]([NH:13][C:14]([C:16]3[CH:17]=[N:18][N:19]4[CH:24]=[CH:23][CH:22]=[N:21][C:20]=34)=[O:15])=[CH:11][N:10]([CH2:25][CH:26]=[C:27]3[CH2:32][CH2:31][C:30](=O)[CH2:29][CH2:28]3)[N:9]=2)[CH:7]=1.[NH2:38][CH2:39][CH2:40][C:41]#[N:42].[BH3-]C#N.[Na+], predict the reaction product. The product is: [Cl:1][C:2]1[CH:3]=[CH:4][C:5]([O:34][CH:35]([F:37])[F:36])=[C:6]([C:8]2[C:12]([NH:13][C:14]([C:16]3[CH:17]=[N:18][N:19]4[CH:24]=[CH:23][CH:22]=[N:21][C:20]=34)=[O:15])=[CH:11][N:10]([CH2:25][CH:26]=[C:27]3[CH2:28][CH2:29][CH:30]([NH:42][CH2:41][CH2:40][C:39]#[N:38])[CH2:31][CH2:32]3)[N:9]=2)[CH:7]=1.